This data is from Forward reaction prediction with 1.9M reactions from USPTO patents (1976-2016). The task is: Predict the product of the given reaction. (1) Given the reactants [C:1]([O:5][C:6]([N:8]1[CH2:15][C@H:14]([OH:16])[CH2:13][C@H:9]1[C:10]([OH:12])=[O:11])=[O:7])([CH3:4])([CH3:3])[CH3:2].C([O-])(O)=O.[Na+].[CH2:22](Br)[C:23]1[CH:28]=[CH:27][CH:26]=[CH:25][CH:24]=1.O, predict the reaction product. The product is: [OH:16][C@H:14]1[CH2:15][N:8]([C:6]([O:5][C:1]([CH3:4])([CH3:2])[CH3:3])=[O:7])[C@H:9]([C:10]([O:12][CH2:22][C:23]2[CH:28]=[CH:27][CH:26]=[CH:25][CH:24]=2)=[O:11])[CH2:13]1. (2) Given the reactants [NH:1]1[C:7]2[CH:8]=[CH:9][CH:10]=[CH:11][C:6]=2[CH2:5][O:4][CH2:3][C:2]1=O.[H-].[Al+3].[Li+].[H-].[H-].[H-].O.[OH-].[Na+], predict the reaction product. The product is: [NH:1]1[C:7]2[CH:8]=[CH:9][CH:10]=[CH:11][C:6]=2[CH2:5][O:4][CH2:3][CH2:2]1. (3) Given the reactants [NH2:1][C:2]1[CH:42]=[CH:41][C:5]([C:6]([NH:8][C@H:9]2[CH2:14][CH2:13][CH2:12][C@@H:11]([NH:15][C:16]3[N:21]=[C:20]([C:22]4[C:30]5[C:25](=[CH:26][CH:27]=[CH:28][CH:29]=5)[N:24](S(C5C=CC=CC=5)(=O)=O)[CH:23]=4)[C:19]([Cl:40])=[CH:18][N:17]=3)[CH2:10]2)=[O:7])=[C:4]([F:43])[CH:3]=1.[OH-].[Na+], predict the reaction product. The product is: [NH2:1][C:2]1[CH:42]=[CH:41][C:5]([C:6]([NH:8][C@H:9]2[CH2:14][CH2:13][CH2:12][C@@H:11]([NH:15][C:16]3[N:21]=[C:20]([C:22]4[C:30]5[C:25](=[CH:26][CH:27]=[CH:28][CH:29]=5)[NH:24][CH:23]=4)[C:19]([Cl:40])=[CH:18][N:17]=3)[CH2:10]2)=[O:7])=[C:4]([F:43])[CH:3]=1. (4) Given the reactants [Cl:1][C:2]1[CH:7]=[CH:6][C:5]([C:8]2[N:12](/[CH:13]=[CH:14]/[C:15]([F:18])([F:17])[F:16])[C:11](=[O:19])[N:10]([CH2:20][C:21](O)=[O:22])[N:9]=2)=[CH:4][CH:3]=1.Cl.[C:25](=[O:41])([O:27][CH2:28][CH:29]([NH2:40])[C:30]1[CH:35]=[CH:34][CH:33]=[C:32]([C:36]([F:39])([F:38])[F:37])[CH:31]=1)[NH2:26].C(Cl)CCl.C1C=CC2N(O)N=NC=2C=1.C(N(CC)C(C)C)(C)C.Cl, predict the reaction product. The product is: [C:25](=[O:41])([O:27][CH2:28][CH:29]([NH:40][C:21](=[O:22])[CH2:20][N:10]1[C:11](=[O:19])[N:12](/[CH:13]=[CH:14]/[C:15]([F:18])([F:17])[F:16])[C:8]([C:5]2[CH:4]=[CH:3][C:2]([Cl:1])=[CH:7][CH:6]=2)=[N:9]1)[C:30]1[CH:35]=[CH:34][CH:33]=[C:32]([C:36]([F:39])([F:37])[F:38])[CH:31]=1)[NH2:26]. (5) Given the reactants [Cl:1][C:2]1[C:3](Cl)=[N:4][CH:5]=[C:6]([CH:10]=1)[C:7]([OH:9])=[O:8].[Cl:12][C:13]1[CH:19]=[CH:18][C:16]([NH2:17])=[CH:15][CH:14]=1, predict the reaction product. The product is: [Cl:1][C:2]1[C:3]([NH:17][C:16]2[CH:18]=[CH:19][C:13]([Cl:12])=[CH:14][CH:15]=2)=[N:4][CH:5]=[C:6]([CH:10]=1)[C:7]([OH:9])=[O:8]. (6) Given the reactants [NH2:1][C:2]1[CH:7]=[CH:6][C:5]([S:8][C:9]2[C:10]([CH2:26]C)=[N:11][N:12]([CH2:16][CH2:17][NH:18][C:19](=[O:25])[O:20][C:21]([CH3:24])([CH3:23])[CH3:22])[C:13]=2[CH2:14]C)=[CH:4][CH:3]=1.[CH3:28]COC(C)=O, predict the reaction product. The product is: [NH2:1][C:2]1[CH:7]=[CH:6][C:5]([S:8][C:9]2[C:10]([CH3:26])=[N:11][N:12]([CH2:16][CH2:17][N:18]([CH3:28])[C:19](=[O:25])[O:20][C:21]([CH3:24])([CH3:22])[CH3:23])[C:13]=2[CH3:14])=[CH:4][CH:3]=1. (7) The product is: [F:18][C:15]([F:16])([F:17])[CH2:14][N:12]1[CH:13]=[C:9]([C:21]2[N:30]=[C:29]([O:31][CH2:32][C@H:33]3[CH2:38][CH2:37][CH2:36][N:35]([C:39]([O:41][C:42]([CH3:45])([CH3:44])[CH3:43])=[O:40])[CH2:34]3)[C:24]3=[N:25][CH:26]=[CH:27][N:28]=[C:23]3[CH:22]=2)[CH:10]=[N:11]1. Given the reactants CC1(C)C(C)(C)OB([C:9]2[CH:10]=[N:11][N:12]([CH2:14][C:15]([F:18])([F:17])[F:16])[CH:13]=2)O1.Cl[C:21]1[N:30]=[C:29]([O:31][CH2:32][C@H:33]2[CH2:38][CH2:37][CH2:36][N:35]([C:39]([O:41][C:42]([CH3:45])([CH3:44])[CH3:43])=[O:40])[CH2:34]2)[C:24]2=[N:25][CH:26]=[CH:27][N:28]=[C:23]2[CH:22]=1.[OH-].[Li+], predict the reaction product.